Dataset: Full USPTO retrosynthesis dataset with 1.9M reactions from patents (1976-2016). Task: Predict the reactants needed to synthesize the given product. Given the product [I:1][C:2]1[CH:3]=[CH:4][C:5]([C:6]([N:23]2[CH2:27][CH2:26][CH2:25][CH2:24]2)=[O:8])=[CH:9][CH:10]=1, predict the reactants needed to synthesize it. The reactants are: [I:1][C:2]1[CH:10]=[CH:9][C:5]([C:6]([OH:8])=O)=[CH:4][CH:3]=1.C(N1C=CN=C1)(N1C=CN=C1)=O.[NH:23]1[CH2:27][CH2:26][CH2:25][CH2:24]1.